Predict the product of the given reaction. From a dataset of Forward reaction prediction with 1.9M reactions from USPTO patents (1976-2016). Given the reactants [F:1][C:2]1[CH:3]=[C:4]2[C:9](=[CH:10][CH:11]=1)[C:8](=[O:12])[N:7]([C:13]1[CH:14]=[N:15][CH:16]=[CH:17][C:18]=1[C:19]([F:22])([F:21])[F:20])[CH2:6][CH2:5]2.OS(O)(=O)=O.[N+:28]([O-])([O-:30])=[O:29].[K+], predict the reaction product. The product is: [F:1][C:2]1[CH:3]=[C:4]2[C:9](=[CH:10][C:11]=1[N+:28]([O-:30])=[O:29])[C:8](=[O:12])[N:7]([C:13]1[CH:14]=[N:15][CH:16]=[CH:17][C:18]=1[C:19]([F:20])([F:21])[F:22])[CH2:6][CH2:5]2.